Dataset: Catalyst prediction with 721,799 reactions and 888 catalyst types from USPTO. Task: Predict which catalyst facilitates the given reaction. (1) Reactant: [C:1]1([C:7]2[S:8][C:9]([CH2:12]O)=[CH:10][N:11]=2)[CH:6]=[CH:5][CH:4]=[CH:3][CH:2]=1.C1(P(C2C=CC=CC=2)C2C=CC=CC=2)C=CC=CC=1.C(Br)(Br)(Br)[Br:34]. Product: [Br:34][CH2:12][C:9]1[S:8][C:7]([C:1]2[CH:6]=[CH:5][CH:4]=[CH:3][CH:2]=2)=[N:11][CH:10]=1. The catalyst class is: 2. (2) Reactant: [CH3:1][O:2][C:3](=[O:40])[CH2:4][O:5][C:6]1[CH:11]=[CH:10][C:9]([F:12])=[C:8]([CH2:13][C:14]2[C:22]3[C:17](=[N:18][CH:19]=[C:20]([C:23]4[CH:24]=[N:25][CH:26]=[CH:27][CH:28]=4)[CH:21]=3)[N:16]([Si](C(C)C)(C(C)C)C(C)C)[CH:15]=2)[C:7]=1[F:39].[F-].C([N+](CCCC)(CCCC)CCCC)CCC. Product: [CH3:1][O:2][C:3](=[O:40])[CH2:4][O:5][C:6]1[CH:11]=[CH:10][C:9]([F:12])=[C:8]([CH2:13][C:14]2[C:22]3[C:17](=[N:18][CH:19]=[C:20]([C:23]4[CH:24]=[N:25][CH:26]=[CH:27][CH:28]=4)[CH:21]=3)[NH:16][CH:15]=2)[C:7]=1[F:39]. The catalyst class is: 7. (3) Reactant: [CH3:1][C:2]1[N:3]=[C:4]([N:12]2[C:16](=[O:17])[NH:15][N:14]=[CH:13]2)[S:5][C:6]=1[C:7]([O:9][CH2:10][CH3:11])=[O:8].C(=O)([O-])[O-].[Cs+].[Cs+].Br[CH2:25][CH:26]1[CH2:28][C:27]1([F:30])[F:29]. Product: [F:29][C:27]1([F:30])[CH2:28][CH:26]1[CH2:25][N:15]1[C:16](=[O:17])[N:12]([C:4]2[S:5][C:6]([C:7]([O:9][CH2:10][CH3:11])=[O:8])=[C:2]([CH3:1])[N:3]=2)[CH:13]=[N:14]1. The catalyst class is: 9. (4) Reactant: [Cl:1][C:2]1[CH:3]=[N:4][CH:5]=[C:6]([Cl:9])[C:7]=1Cl.[C:10]([NH:13][CH:14]1[CH2:19][CH2:18][NH:17][CH2:16][CH2:15]1)(=[O:12])[CH3:11].C(N(CC)CC)C. The catalyst class is: 37. Product: [Cl:9][C:6]1[CH:5]=[N:4][CH:3]=[C:2]([Cl:1])[C:7]=1[N:17]1[CH2:18][CH2:19][CH:14]([NH:13][C:10](=[O:12])[CH3:11])[CH2:15][CH2:16]1. (5) Reactant: [CH2:1]([C:8]1[S:12][C:11]([N:13]([CH2:17][CH2:18][OH:19])[CH2:14][CH2:15][OH:16])=[N:10][C:9]=1[C:20]1[CH:25]=[CH:24][C:23]([O:26]C)=[CH:22][CH:21]=1)[C:2]1[CH:7]=[CH:6][CH:5]=[CH:4][CH:3]=1.B(Br)(Br)Br. Product: [CH2:1]([C:8]1[S:12][C:11]([N:13]([CH2:17][CH2:18][OH:19])[CH2:14][CH2:15][OH:16])=[N:10][C:9]=1[C:20]1[CH:25]=[CH:24][C:23]([OH:26])=[CH:22][CH:21]=1)[C:2]1[CH:7]=[CH:6][CH:5]=[CH:4][CH:3]=1. The catalyst class is: 4.